Dataset: Reaction yield outcomes from USPTO patents with 853,638 reactions. Task: Predict the reaction yield, written as a fraction of the theoretical maximum amount of product (1.0 means a 100% yield; for example, 0.34 means a 34% yield). (1) The reactants are [NH:1]1[CH2:6][CH2:5][O:4][CH2:3][CH2:2]1.[CH:7]1([C:13]2[C:14]3[CH:15]=[CH:16][C:17]([C:32]([O:34][CH3:35])=[O:33])=[CH:18][C:19]=3[N:20]3[CH2:26][C:25](=O)[CH2:24][C:23]4[CH:28]=[CH:29][CH:30]=[CH:31][C:22]=4[C:21]=23)[CH2:12][CH2:11][CH2:10][CH2:9][CH2:8]1.C([BH3-])#N.[Na+]. The catalyst is CO.[Cl-].[Zn+2].[Cl-]. The product is [CH:7]1([C:13]2[C:14]3[CH:15]=[CH:16][C:17]([C:32]([O:34][CH3:35])=[O:33])=[CH:18][C:19]=3[N:20]3[CH2:26][CH:25]([N:1]4[CH2:6][CH2:5][O:4][CH2:3][CH2:2]4)[CH2:24][C:23]4[CH:28]=[CH:29][CH:30]=[CH:31][C:22]=4[C:21]=23)[CH2:8][CH2:9][CH2:10][CH2:11][CH2:12]1. The yield is 0.700. (2) The reactants are [CH3:1][N:2]1[C:6]([C:7]2[CH:8]=[C:9]([C:14]([OH:16])=O)[S:10][C:11]=2[CH2:12][CH3:13])=[C:5]([CH3:17])[CH:4]=[N:3]1.[NH2:18][C@@H:19]([CH2:32][C:33]1[CH:38]=[CH:37][C:36](CF)=[CH:35][CH:34]=1)[CH2:20][N:21]1[C:29](=[O:30])[C:28]2[C:23](=[CH:24][CH:25]=[CH:26][CH:27]=2)[C:22]1=[O:31].C(N(C(C)C)CC)(C)C.[F:50][P-](F)(F)(F)(F)F.Br[P+](N1CCCC1)(N1CCCC1)N1CCCC1. The catalyst is C(Cl)Cl. The product is [CH3:1][N:2]1[C:6]([C:7]2[CH:8]=[C:9]([C:14]([NH:18][C@@H:19]([CH2:32][C:33]3[CH:34]=[CH:35][C:36]([F:50])=[CH:37][CH:38]=3)[CH2:20][N:21]3[C:22](=[O:31])[C:23]4[C:28](=[CH:27][CH:26]=[CH:25][CH:24]=4)[C:29]3=[O:30])=[O:16])[S:10][C:11]=2[CH2:12][CH3:13])=[C:5]([CH3:17])[CH:4]=[N:3]1. The yield is 0.920. (3) The reactants are [C:1]([C:3]1[CH:4]=[C:5]2[C:9](=[CH:10][CH:11]=1)[N:8](C(OC(C)(C)C)=O)[C:7]([C:19]([O:21]CC)=[O:20])=[CH:6]2)#[CH:2].[Li+].[OH-].Cl. The catalyst is O1CCOCC1.O. The product is [C:1]([C:3]1[CH:4]=[C:5]2[C:9](=[CH:10][CH:11]=1)[NH:8][C:7]([C:19]([OH:21])=[O:20])=[CH:6]2)#[CH:2]. The yield is 0.590. (4) The reactants are [Cl:1][C:2]1[N:3]=[CH:4][NH:5][C:6]=1[Cl:7].[OH-].[K+].I[CH2:11][CH2:12][CH3:13].[K+].[Br-].[Br:16][CH2:17][C:18]1[CH:27]=[CH:26][C:25]2[C:20](=[CH:21][CH:22]=[CH:23][CH:24]=2)[CH:19]=1. The catalyst is C(#N)C. The product is [Br-:16].[CH2:11]([C:26]1[C:25]2[C:20](=[CH:21][CH:22]=[CH:23][CH:24]=2)[CH:19]=[C:18]([CH3:17])[C:27]=1[N+:3]1[C:2]([Cl:1])=[C:6]([Cl:7])[NH:5][CH:4]=1)[CH2:12][CH3:13]. The yield is 0.310. (5) The reactants are [CH2:1]([O:8][C:9]([N:11]1[CH2:15][CH:14]([O:16][C:17](=[O:22])[C:18]([CH3:21])([CH3:20])[CH3:19])[CH2:13][NH:12]1)=[O:10])[C:2]1[CH:7]=[CH:6][CH:5]=[CH:4][CH:3]=1.C(N(CC)CC)C.[F:30][C:31]1[CH:36]=[CH:35][C:34]([CH2:37][C:38](O)=[O:39])=[CH:33][CH:32]=1.Cl.C(N=C=NCCCN(C)C)C. The catalyst is ClCCl. The product is [CH2:1]([O:8][C:9]([N:11]1[CH2:15][CH:14]([O:16][C:17](=[O:22])[C:18]([CH3:19])([CH3:21])[CH3:20])[CH2:13][N:12]1[C:38](=[O:39])[CH2:37][C:34]1[CH:35]=[CH:36][C:31]([F:30])=[CH:32][CH:33]=1)=[O:10])[C:2]1[CH:7]=[CH:6][CH:5]=[CH:4][CH:3]=1. The yield is 0.910.